From a dataset of Full USPTO retrosynthesis dataset with 1.9M reactions from patents (1976-2016). Predict the reactants needed to synthesize the given product. (1) Given the product [CH3:31][O:30][C:8]1[C:5]2[CH:6]=[N:7][C:2]([NH:43][C:41]([NH:40][C@@H:38]([C:32]3[CH:37]=[CH:36][CH:35]=[CH:34][CH:33]=3)[CH3:39])=[O:42])=[CH:3][C:4]=2[N:10]([C:11]([C:24]2[CH:25]=[CH:26][CH:27]=[CH:28][CH:29]=2)([C:18]2[CH:23]=[CH:22][CH:21]=[CH:20][CH:19]=2)[C:12]2[CH:17]=[CH:16][CH:15]=[CH:14][CH:13]=2)[N:9]=1, predict the reactants needed to synthesize it. The reactants are: Cl[C:2]1[N:7]=[CH:6][C:5]2[C:8]([O:30][CH3:31])=[N:9][N:10]([C:11]([C:24]3[CH:29]=[CH:28][CH:27]=[CH:26][CH:25]=3)([C:18]3[CH:23]=[CH:22][CH:21]=[CH:20][CH:19]=3)[C:12]3[CH:17]=[CH:16][CH:15]=[CH:14][CH:13]=3)[C:4]=2[CH:3]=1.[C:32]1([C@H:38]([NH:40][C:41]([NH2:43])=[O:42])[CH3:39])[CH:37]=[CH:36][CH:35]=[CH:34][CH:33]=1.CC(C1C=C(C(C)C)C(C2C(P(C3CCCCC3)C3CCCCC3)=C(OC)C=CC=2OC)=C(C(C)C)C=1)C.C(=O)([O-])[O-].[Cs+].[Cs+]. (2) The reactants are: [CH3:1][C:2]([O:4]I1(OC(C)=O)(OC(C)=O)OC(=O)C2C=CC=CC1=2)=O.[C:23]([N:26]1[C:35]2[C:30](=[CH:31][C:32]([N:36]3[CH:40]=[C:39](CO)[N:38]=[CH:37]3)=[CH:33][CH:34]=2)[C@H:29]([NH:43][C:44](=[O:49])[O:45][CH:46]([CH3:48])[CH3:47])[CH2:28][C@@H:27]1[CH3:50])(=[O:25])[CH3:24].C([O-])(O)=O.[Na+].C([CH2:58][NH2:59])O.C(O)(=O)C.C(O[BH-](OC(=O)C)OC(=O)C)(=O)C.[Na+].C([O-])([O-])=O.[K+].[K+]. Given the product [C:23]([N:26]1[C:35]2[C:30](=[CH:31][C:32]([N:36]3[CH:40]=[C:39]([CH2:58][NH:59][CH2:1][CH2:2][OH:4])[N:38]=[CH:37]3)=[CH:33][CH:34]=2)[C@H:29]([NH:43][C:44](=[O:49])[O:45][CH:46]([CH3:47])[CH3:48])[CH2:28][C@@H:27]1[CH3:50])(=[O:25])[CH3:24], predict the reactants needed to synthesize it. (3) Given the product [Cl:22][CH2:23][C:24]1[N:21]=[C:19]([C:10]2[C:11]3[C:16](=[C:15]([O:17][CH3:18])[CH:14]=[CH:13][CH:12]=3)[N:8]([CH2:7][CH:1]3[CH2:2][CH2:3][CH2:4][CH2:5][CH2:6]3)[CH:9]=2)[O:20][CH:26]=1, predict the reactants needed to synthesize it. The reactants are: [CH:1]1([CH2:7][N:8]2[C:16]3[C:11](=[CH:12][CH:13]=[CH:14][C:15]=3[O:17][CH3:18])[C:10]([C:19]([NH2:21])=[O:20])=[CH:9]2)[CH2:6][CH2:5][CH2:4][CH2:3][CH2:2]1.[Cl:22][CH2:23][C:24]([CH2:26]Cl)=O. (4) Given the product [C:35]([O:39][C:40](=[O:52])[C:41]([CH3:51])([CH3:50])[CH2:42][O:43][C:44]([O:46][CH:47]([N:16]1[N:17]=[C:13]([C:9]2[CH:10]=[CH:11][CH:12]=[C:7]([O:6][CH2:5][C:4]3[CH:20]=[C:21]([C:24]([F:26])([F:27])[F:25])[CH:22]=[CH:23][C:3]=3[C:2]([F:1])([F:28])[F:29])[CH:8]=2)[C:14]([C:18]#[N:19])=[N:15]1)[CH3:48])=[O:45])([CH3:37])([CH3:38])[CH3:36], predict the reactants needed to synthesize it. The reactants are: [F:1][C:2]([F:29])([F:28])[C:3]1[CH:23]=[CH:22][C:21]([C:24]([F:27])([F:26])[F:25])=[CH:20][C:4]=1[CH2:5][O:6][C:7]1[CH:8]=[C:9]([C:13]2[N:17]=[N:16][NH:15][C:14]=2[C:18]#[N:19])[CH:10]=[CH:11][CH:12]=1.C(=O)(O)[O-].[Na+].[C:35]([O:39][C:40](=[O:52])[C:41]([CH3:51])([CH3:50])[CH2:42][O:43][C:44]([O:46][CH:47](Cl)[CH3:48])=[O:45])([CH3:38])([CH3:37])[CH3:36].O.